Dataset: CYP2D6 inhibition data for predicting drug metabolism from PubChem BioAssay. Task: Regression/Classification. Given a drug SMILES string, predict its absorption, distribution, metabolism, or excretion properties. Task type varies by dataset: regression for continuous measurements (e.g., permeability, clearance, half-life) or binary classification for categorical outcomes (e.g., BBB penetration, CYP inhibition). Dataset: cyp2d6_veith. (1) The drug is COc1ccc(-n2c(=O)c(-c3ccccc3)nc3cnc(N4CCOCC4)nc32)cc1. The result is 0 (non-inhibitor). (2) The molecule is Cn1cccc1C(=O)N1CCC2(CCCN(C(=O)Nc3cccc(F)c3)C2)CC1. The result is 0 (non-inhibitor).